The task is: Regression. Given a peptide amino acid sequence and an MHC pseudo amino acid sequence, predict their binding affinity value. This is MHC class I binding data.. This data is from Peptide-MHC class I binding affinity with 185,985 pairs from IEDB/IMGT. (1) The peptide sequence is RQGPTAFEF. The MHC is Mamu-B52 with pseudo-sequence Mamu-B52. The binding affinity (normalized) is 0.773. (2) The peptide sequence is FYRYGFVANF. The MHC is HLA-A29:02 with pseudo-sequence HLA-A29:02. The binding affinity (normalized) is 0.381. (3) The peptide sequence is QQNNSFIIST. The MHC is HLA-A68:02 with pseudo-sequence HLA-A68:02. The binding affinity (normalized) is 0.164.